From a dataset of Forward reaction prediction with 1.9M reactions from USPTO patents (1976-2016). Predict the product of the given reaction. (1) Given the reactants [CH3:1][CH2:2][CH2:3][C@H:4]([NH:10][C@H:11]([C:13]([N:15]1[C@H:23]([C:24]([OH:26])=[O:25])[CH2:22][C@H:21]2[C@@H:16]1[CH2:17][CH2:18][CH2:19][CH2:20]2)=[O:14])[CH3:12])[C:5]([O:7][CH2:8][CH3:9])=[O:6].[C:27](OCC)(=[O:29])C, predict the reaction product. The product is: [CH3:1][CH2:2][CH2:3][C@H:4]([NH:10][C@H:11]([C:13]([N:15]1[C@H:23]([C:24]([OH:26])=[O:25])[CH2:22][C@H:21]2[C@@H:16]1[CH2:17][CH2:18][CH2:19][CH2:20]2)=[O:14])[CH3:12])[C:5]([O:7][CH2:8][CH3:9])=[O:6].[CH3:22][C:23]([NH2:15])([CH3:24])[CH3:27].[O:29]=[C:11]1[NH:10][CH2:24][CH2:23][NH:15][C:13]1=[O:14]. (2) The product is: [CH:1]1([O:6][CH2:10][C:11]2[C:15]([C:16]([O:18][CH:19]3[CH2:3][CH2:2][CH2:1][CH2:5]3)=[O:17])=[C:14]([CH:20]([CH3:22])[CH3:21])[O:13][N:12]=2)[CH2:5][CH2:4][CH2:3][CH2:2]1. Given the reactants [CH:1]1([OH:6])[CH2:5][CH2:4][CH2:3][CH2:2]1.[H-].[Na+].Br[CH2:10][C:11]1[C:15]([C:16]([O:18][CH3:19])=[O:17])=[C:14]([CH:20]([CH3:22])[CH3:21])[O:13][N:12]=1, predict the reaction product. (3) Given the reactants BrC1C2C(=NC(N)=NC=2)N(C)N=1.Br[C:14]1[C:22]2[C:17](=[N:18][C:19]([NH2:32])=[N:20][C:21]=2[NH:23][CH2:24][CH2:25][N:26]2[CH2:31][CH2:30][O:29][CH2:28][CH2:27]2)[N:16]([CH3:33])[N:15]=1.[Cl:34][C:35]1[CH:40]=[C:39](B2OCC(C)(C)CO2)[CH:38]=[C:37]([Cl:49])[C:36]=1[OH:50], predict the reaction product. The product is: [NH2:32][C:19]1[N:18]=[C:17]2[N:16]([CH3:33])[N:15]=[C:14]([C:39]3[CH:40]=[C:35]([Cl:34])[C:36]([OH:50])=[C:37]([Cl:49])[CH:38]=3)[C:22]2=[C:21]([NH:23][CH2:24][CH2:25][N:26]2[CH2:31][CH2:30][O:29][CH2:28][CH2:27]2)[N:20]=1. (4) The product is: [CH2:23]([C:2]1[C:7]([CH:8]([CH2:13][CH2:14][CH3:15])[C:9]([O:11][CH3:12])=[O:10])=[C:6]([CH3:16])[N:5]=[C:4]([C:17]2[CH:22]=[CH:21][CH:20]=[CH:19][CH:18]=2)[N:3]=1)[CH3:24]. Given the reactants Cl[C:2]1[C:7]([CH:8]([CH2:13][CH2:14][CH3:15])[C:9]([O:11][CH3:12])=[O:10])=[C:6]([CH3:16])[N:5]=[C:4]([C:17]2[CH:22]=[CH:21][CH:20]=[CH:19][CH:18]=2)[N:3]=1.[CH2:23]([Mg]Cl)[CH3:24], predict the reaction product. (5) Given the reactants [OH-].[K+].[C:3]([C:6]1[N:11]=[C:10]([C:12]2[CH:17]=[CH:16][C:15]([C:18]3[CH:23]=[CH:22][C:21]([CH2:24][C:25]([O:27]C)=[O:26])=[CH:20][C:19]=3[F:29])=[C:14]([F:30])[CH:13]=2)[C:9]([CH3:31])=[N:8][C:7]=1[CH3:32])(=[O:5])[NH2:4].Cl, predict the reaction product. The product is: [C:3]([C:6]1[N:11]=[C:10]([C:12]2[CH:17]=[CH:16][C:15]([C:18]3[CH:23]=[CH:22][C:21]([CH2:24][C:25]([OH:27])=[O:26])=[CH:20][C:19]=3[F:29])=[C:14]([F:30])[CH:13]=2)[C:9]([CH3:31])=[N:8][C:7]=1[CH3:32])(=[O:5])[NH2:4].